From a dataset of Forward reaction prediction with 1.9M reactions from USPTO patents (1976-2016). Predict the product of the given reaction. (1) Given the reactants [I:1][C:2]1[CH:7]=[CH:6][C:5]([S:8]([N:11]2[CH:15]=[CH:14][C:13](/[CH:16]=[CH:17]/[C:18]([OH:20])=O)=[CH:12]2)(=[O:10])=[O:9])=[CH:4][CH:3]=1.CCN(CC)CC.[C:28]([NH:35][C:36]1[CH:41]=[CH:40][CH:39]=[CH:38][C:37]=1[NH2:42])([O:30][C:31]([CH3:34])([CH3:33])[CH3:32])=[O:29], predict the reaction product. The product is: [C:31]([O:30][C:28](=[O:29])[NH:35][C:36]1[CH:41]=[CH:40][CH:39]=[CH:38][C:37]=1[NH:42][C:18](=[O:20])/[CH:17]=[CH:16]/[C:13]1[CH:14]=[CH:15][N:11]([S:8]([C:5]2[CH:4]=[CH:3][C:2]([I:1])=[CH:7][CH:6]=2)(=[O:9])=[O:10])[CH:12]=1)([CH3:34])([CH3:32])[CH3:33]. (2) Given the reactants Br[C:2]1[CH:7]=[CH:6][C:5]([CH2:8][C:9]([O:11][CH2:12][CH3:13])=[O:10])=[CH:4][CH:3]=1.[CH3:14][N:15](C)C=O, predict the reaction product. The product is: [NH:15]=[CH:14][C:2]1[CH:7]=[CH:6][C:5]([CH2:8][C:9]([O:11][CH2:12][CH3:13])=[O:10])=[CH:4][CH:3]=1. (3) Given the reactants [Cl:1][C:2]1[N:3]=[C:4]2[C:9](=[CH:10][CH:11]=1)[N:8]=[CH:7][C:6]([C:12](=[O:14])[CH3:13])=[C:5]2[NH:15][C@H:16]1[CH2:21][CH2:20][C@H:19]([CH2:22][N:23]([CH3:25])[CH3:24])[CH2:18][CH2:17]1.[OH:26][C:27]1[N:32]=[CH:31][C:30](B(O)O)=[CH:29][CH:28]=1.C1(N)C(F)=C(F)C(F)=C(N)C=1F.[ClH:48].Cl, predict the reaction product. The product is: [ClH:1].[ClH:48].[CH3:24][N:23]([CH2:22][C@H:19]1[CH2:20][CH2:21][C@H:16]([NH:15][C:5]2[C:4]3[C:9](=[CH:10][CH:11]=[C:2]([C:30]4[CH:31]=[N:32][C:27]([OH:26])=[CH:28][CH:29]=4)[N:3]=3)[N:8]=[CH:7][C:6]=2[C:12](=[O:14])[CH3:13])[CH2:17][CH2:18]1)[CH3:25]. (4) The product is: [CH2:38]([C:39]1[N:9]([C:10]2[N:18]=[C:17]3[C:13]([N:14]=[C:15]([CH2:20][N:21]4[CH2:22][CH2:23][CH:24]([C:27]([OH:30])([CH3:29])[CH3:28])[CH2:25][CH2:26]4)[N:16]3[CH3:19])=[C:12]([N:31]3[CH2:36][CH2:35][O:34][CH2:33][CH2:32]3)[N:11]=2)[C:3]2[CH:4]=[CH:5][CH:6]=[C:7]([F:8])[C:2]=2[N:1]=1)[CH3:37]. Given the reactants [NH2:1][C:2]1[C:7]([F:8])=[CH:6][CH:5]=[CH:4][C:3]=1[NH:9][C:10]1[N:18]=[C:17]2[C:13]([N:14]=[C:15]([CH2:20][N:21]3[CH2:26][CH2:25][CH:24]([C:27]([OH:30])([CH3:29])[CH3:28])[CH2:23][CH2:22]3)[N:16]2[CH3:19])=[C:12]([N:31]2[CH2:36][CH2:35][O:34][CH2:33][CH2:32]2)[N:11]=1.[C:37](O)(=O)[CH2:38][CH3:39].CCN(C(C)C)C(C)C.CN(C(ON1N=NC2C=CC=NC1=2)=[N+](C)C)C.F[P-](F)(F)(F)(F)F, predict the reaction product. (5) Given the reactants C[Al](C)C.[CH3:5][C:6]1([CH3:22])[NH:11][CH2:10][CH2:9][N:8]([C:12]2[S:16][C:15]([C:17]([O:19]CC)=O)=[CH:14][CH:13]=2)[CH2:7]1.Cl.[CH3:24][O:25][C:26]1[CH:27]=[C:28]([CH2:34][O:35][C:36]2[CH:37]=[C:38]([NH2:41])[NH:39][N:40]=2)[CH:29]=[C:30]([O:32][CH3:33])[CH:31]=1.C(C(C(C([O-])=O)O)O)([O-])=O.[Na+].[K+], predict the reaction product. The product is: [CH3:33][O:32][C:30]1[CH:29]=[C:28]([CH2:34][O:35][C:36]2[CH:37]=[C:38]([NH:41][C:17]([C:15]3[S:16][C:12]([N:8]4[CH2:9][CH2:10][NH:11][C:6]([CH3:5])([CH3:22])[CH2:7]4)=[CH:13][CH:14]=3)=[O:19])[NH:39][N:40]=2)[CH:27]=[C:26]([O:25][CH3:24])[CH:31]=1.